Dataset: Catalyst prediction with 721,799 reactions and 888 catalyst types from USPTO. Task: Predict which catalyst facilitates the given reaction. (1) Reactant: [CH3:1][O:2][S:3]([C:5]1[CH:6]=[C:7]([C:11]2[CH:16]=[CH:15][C:14]([N+:17]([O-])=O)=[CH:13][C:12]=2[CH3:20])[CH:8]=[CH:9][CH:10]=1)=[O:4].[C:21](O[C:21]([O:23][C:24]([CH3:27])([CH3:26])[CH3:25])=[O:22])([O:23][C:24]([CH3:27])([CH3:26])[CH3:25])=[O:22]. Product: [CH3:1][O:2][S:3]([C:5]1[CH:6]=[C:7]([C:11]2[CH:16]=[CH:15][C:14]([NH:17][C:21]([O:23][C:24]([CH3:27])([CH3:26])[CH3:25])=[O:22])=[CH:13][C:12]=2[CH3:20])[CH:8]=[CH:9][CH:10]=1)=[O:4]. The catalyst class is: 19. (2) Reactant: [CH2:1]([O:8][C:9]1[CH:10]=[C:11]([CH:24]=[CH:25][C:26]=1[N+:27]([O-:29])=[O:28])[CH2:12][CH:13]1[C:22]2[C:17](=[CH:18][CH:19]=[CH:20][CH:21]=2)[CH2:16][CH2:15][C:14]1=O)[C:2]1[CH:7]=[CH:6][CH:5]=[CH:4][CH:3]=1.Cl.[NH2:31][OH:32].C([O-])(=O)C.[Na+]. Product: [CH2:1]([O:8][C:9]1[CH:10]=[C:11]([CH:24]=[CH:25][C:26]=1[N+:27]([O-:29])=[O:28])[CH2:12][CH:13]1[C:22]2[C:17](=[CH:18][CH:19]=[CH:20][CH:21]=2)[CH2:16][CH2:15][C:14]1=[N:31][OH:32])[C:2]1[CH:7]=[CH:6][CH:5]=[CH:4][CH:3]=1. The catalyst class is: 88. (3) Product: [ClH:57].[ClH:57].[CH:51]1([O:3][CH2:4][CH2:5][N:6]2[C:10]3[CH:11]=[CH:12][CH:13]=[CH:14][C:9]=3[N:8]=[C:7]2[C:15]([N:17]([CH2:39][CH:40]([CH3:41])[CH3:42])[C@H:18]2[CH2:23][C@@H:22]([C:24]([N:26]3[CH2:27][CH2:28][O:29][CH2:30][CH2:31]3)=[O:25])[CH2:21][NH:20][CH2:19]2)=[O:16])[CH2:52][CH2:53]1. The catalyst class is: 33. Reactant: C([O:3][CH2:4][CH2:5][N:6]1[C:10]2[CH:11]=[CH:12][CH:13]=[CH:14][C:9]=2[N:8]=[C:7]1[C:15]([N:17]([CH2:39][CH:40]([CH3:42])[CH3:41])[C@H:18]1[CH2:23][C@@H:22]([C:24]([N:26]2[CH2:31][CH2:30][O:29][CH2:28][CH2:27]2)=[O:25])[CH2:21][N:20](C(OC(C)(C)C)=O)[CH2:19]1)=[O:16])=C.C([Zn]CC)C.CCC[CH2:51][CH2:52][CH3:53].ICI.[Cl:57]CCl. (4) Reactant: CN(C(ON1N=NC2C=CC=NC1=2)=[N+](C)C)C.F[P-](F)(F)(F)(F)F.[F:25][C:26]1[CH:27]=[C:28]([NH:37][C:38]([C@H:40]2[C:49]3[C:44](=[CH:45][C:46]([O:50][CH3:51])=[CH:47][CH:48]=3)[CH2:43][CH2:42][NH:41]2)=[O:39])[CH:29]=[C:30]([F:36])[C:31]=1[Si:32]([CH3:35])([CH3:34])[CH3:33].[C:52]([O:56][C:57](=[O:66])[CH2:58][C@@H:59]1[CH2:62][C@H:61]([C:63](O)=[O:64])[CH2:60]1)([CH3:55])([CH3:54])[CH3:53].CCN(C(C)C)C(C)C. Product: [F:25][C:26]1[CH:27]=[C:28]([NH:37][C:38]([C@H:40]2[C:49]3[C:44](=[CH:45][C:46]([O:50][CH3:51])=[CH:47][CH:48]=3)[CH2:43][CH2:42][N:41]2[C:63]([C@@H:61]2[CH2:60][C@H:59]([CH2:58][C:57]([O:56][C:52]([CH3:55])([CH3:54])[CH3:53])=[O:66])[CH2:62]2)=[O:64])=[O:39])[CH:29]=[C:30]([F:36])[C:31]=1[Si:32]([CH3:33])([CH3:35])[CH3:34]. The catalyst class is: 18. (5) Reactant: [NH2:1][O:2][CH:3]([C:10]1[CH:15]=[CH:14][CH:13]=[CH:12][CH:11]=1)[CH2:4][CH2:5][C:6](OC)=[O:7].[H-].[H-].[H-].[H-].[Li+].[Al+3]. Product: [NH2:1][O:2][CH:3]([C:10]1[CH:15]=[CH:14][CH:13]=[CH:12][CH:11]=1)[CH2:4][CH2:5][CH2:6][OH:7]. The catalyst class is: 28. (6) Reactant: S(OOS([O-])(=O)=O)([O-])(=O)=O.[NH4+].[NH4+].[C:13]([N:17]1[CH2:22][CH2:21][O:20][CH2:19][CH2:18]1)(=[O:16])[CH:14]=[CH2:15].[CH2:23]([S:26]([O-:29])(=[O:28])=[O:27])[CH:24]=[CH2:25].[Na+:30]. Product: [C:13]([N:17]1[CH2:22][CH2:21][O:20][CH2:19][CH2:18]1)(=[O:16])[CH:14]=[CH2:15].[CH2:23]([S:26]([O-:29])(=[O:28])=[O:27])[CH:24]=[CH2:25].[Na+:30]. The catalyst class is: 6.